This data is from NCI-60 drug combinations with 297,098 pairs across 59 cell lines. The task is: Regression. Given two drug SMILES strings and cell line genomic features, predict the synergy score measuring deviation from expected non-interaction effect. (1) Drug 1: C1=NC2=C(N=C(N=C2N1C3C(C(C(O3)CO)O)F)Cl)N. Drug 2: C#CCC(CC1=CN=C2C(=N1)C(=NC(=N2)N)N)C3=CC=C(C=C3)C(=O)NC(CCC(=O)O)C(=O)O. Cell line: SN12C. Synergy scores: CSS=17.7, Synergy_ZIP=1.27, Synergy_Bliss=0.756, Synergy_Loewe=-4.61, Synergy_HSA=-2.28. (2) Drug 1: CC1=C(C=C(C=C1)C(=O)NC2=CC(=CC(=C2)C(F)(F)F)N3C=C(N=C3)C)NC4=NC=CC(=N4)C5=CN=CC=C5. Drug 2: CS(=O)(=O)OCCCCOS(=O)(=O)C. Cell line: SF-295. Synergy scores: CSS=1.54, Synergy_ZIP=-0.835, Synergy_Bliss=-1.49, Synergy_Loewe=-1.42, Synergy_HSA=-2.25.